From a dataset of NCI-60 drug combinations with 297,098 pairs across 59 cell lines. Regression. Given two drug SMILES strings and cell line genomic features, predict the synergy score measuring deviation from expected non-interaction effect. (1) Cell line: NCI-H460. Synergy scores: CSS=78.2, Synergy_ZIP=2.27, Synergy_Bliss=1.25, Synergy_Loewe=0.849, Synergy_HSA=4.54. Drug 1: CC1C(C(CC(O1)OC2CC(CC3=C2C(=C4C(=C3O)C(=O)C5=C(C4=O)C(=CC=C5)OC)O)(C(=O)CO)O)N)O. Drug 2: CC1CC(C(C(C=C(C(C(C=CC=C(C(=O)NC2=CC(=O)C(=C(C1)C2=O)OC)C)OC)OC(=O)N)C)C)O)OC. (2) Drug 1: CN(C)C1=NC(=NC(=N1)N(C)C)N(C)C. Drug 2: CC1=CC=C(C=C1)C2=CC(=NN2C3=CC=C(C=C3)S(=O)(=O)N)C(F)(F)F. Cell line: RXF 393. Synergy scores: CSS=-2.64, Synergy_ZIP=0.481, Synergy_Bliss=-1.30, Synergy_Loewe=-4.98, Synergy_HSA=-4.49. (3) Drug 1: CC12CCC3C(C1CCC2O)C(CC4=C3C=CC(=C4)O)CCCCCCCCCS(=O)CCCC(C(F)(F)F)(F)F. Drug 2: CCC1(C2=C(COC1=O)C(=O)N3CC4=CC5=C(C=CC(=C5CN(C)C)O)N=C4C3=C2)O.Cl. Cell line: HS 578T. Synergy scores: CSS=17.8, Synergy_ZIP=-1.36, Synergy_Bliss=-1.50, Synergy_Loewe=-14.7, Synergy_HSA=-1.06.